This data is from Cav3 T-type calcium channel HTS with 100,875 compounds. The task is: Binary Classification. Given a drug SMILES string, predict its activity (active/inactive) in a high-throughput screening assay against a specified biological target. (1) The compound is S(=O)(=O)(N1C(Cc2c(C1)cccc2)C(O)=O)c1cc2c(cc1)cccc2. The result is 0 (inactive). (2) The drug is O(C(=O)c1cc(NC(=O)c2cccnc2)ccc1)CC. The result is 0 (inactive).